This data is from Full USPTO retrosynthesis dataset with 1.9M reactions from patents (1976-2016). The task is: Predict the reactants needed to synthesize the given product. Given the product [NH2:41][C:38]1[CH:37]=[CH:36][C:35]([C:12]2[S:13][C:14]3[N:15]([CH2:26][C:27]4[C:32]([F:33])=[CH:31][CH:30]=[CH:29][C:28]=4[F:34])[CH:16]=[C:17]([C:21](=[O:25])[CH:22]([CH3:24])[CH3:23])[C:18](=[O:20])[C:19]=3[C:11]=2[CH2:10][N:8]([CH2:1][C:2]2[CH:3]=[CH:4][CH:5]=[CH:6][CH:7]=2)[CH3:9])=[CH:40][CH:39]=1, predict the reactants needed to synthesize it. The reactants are: [CH2:1]([N:8]([CH2:10][C:11]1[C:19]2[C:18](=[O:20])[C:17]([C:21](=[O:25])[CH:22]([CH3:24])[CH3:23])=[CH:16][N:15]([CH2:26][C:27]3[C:32]([F:33])=[CH:31][CH:30]=[CH:29][C:28]=3[F:34])[C:14]=2[S:13][C:12]=1[C:35]1[CH:40]=[CH:39][C:38]([N+:41]([O-])=O)=[CH:37][CH:36]=1)[CH3:9])[C:2]1[CH:7]=[CH:6][CH:5]=[CH:4][CH:3]=1.C(O)C.Cl.C(=O)([O-])O.[Na+].